This data is from NCI-60 drug combinations with 297,098 pairs across 59 cell lines. The task is: Regression. Given two drug SMILES strings and cell line genomic features, predict the synergy score measuring deviation from expected non-interaction effect. (1) Drug 1: CN(C)C1=NC(=NC(=N1)N(C)C)N(C)C. Drug 2: CC1CCC2CC(C(=CC=CC=CC(CC(C(=O)C(C(C(=CC(C(=O)CC(OC(=O)C3CCCCN3C(=O)C(=O)C1(O2)O)C(C)CC4CCC(C(C4)OC)O)C)C)O)OC)C)C)C)OC. Cell line: NCI-H460. Synergy scores: CSS=15.3, Synergy_ZIP=-5.22, Synergy_Bliss=-3.29, Synergy_Loewe=-61.3, Synergy_HSA=-5.09. (2) Drug 1: CNC(=O)C1=CC=CC=C1SC2=CC3=C(C=C2)C(=NN3)C=CC4=CC=CC=N4. Drug 2: C1=NC2=C(N1)C(=S)N=CN2. Cell line: RPMI-8226. Synergy scores: CSS=-3.52, Synergy_ZIP=-13.5, Synergy_Bliss=-39.7, Synergy_Loewe=-64.0, Synergy_HSA=-43.4.